This data is from Forward reaction prediction with 1.9M reactions from USPTO patents (1976-2016). The task is: Predict the product of the given reaction. (1) Given the reactants [OH:1][C:2]1[CH:10]=[C:9]([OH:11])[C:8]([Br:12])=[CH:7][C:3]=1[C:4]([OH:6])=[O:5].C(=O)([O-])[O-].[K+].[K+].[CH2:19](Br)[C:20]1[CH:25]=[CH:24][CH:23]=[CH:22][CH:21]=1.[OH-].[K+].Cl, predict the reaction product. The product is: [CH2:19]([O:1][C:2]1[CH:10]=[C:9]([O:11][CH2:4][C:3]2[CH:7]=[CH:8][CH:9]=[CH:10][CH:2]=2)[C:8]([Br:12])=[CH:7][C:3]=1[C:4]([OH:6])=[O:5])[C:20]1[CH:25]=[CH:24][CH:23]=[CH:22][CH:21]=1. (2) Given the reactants [Br-].[CH3:2][O:3][C:4]1[CH:5]=[C:6]([CH:27]=[C:28]([O:30][CH3:31])[CH:29]=1)[CH2:7][P+](C1C=CC=CC=1)(C1C=CC=CC=1)C1C=CC=CC=1.CC(C)([O-])C.[K+].[O:38]=[C:39]1[NH:43][C:42](=[O:44])[CH:41]([CH2:45][C:46]2[CH:60]=[CH:59][C:49]([O:50][C:51]3[CH:58]=[CH:57][C:54]([CH:55]=O)=[CH:53][CH:52]=3)=[CH:48][CH:47]=2)[S:40]1.C(O)(=O)CC(CC(O)=O)(C(O)=O)O, predict the reaction product. The product is: [CH3:31][O:30][C:28]1[CH:27]=[C:6]([CH:7]=[CH:55][C:54]2[CH:53]=[CH:52][C:51]([O:50][C:49]3[CH:59]=[CH:60][C:46]([CH2:45][CH:41]4[S:40][C:39](=[O:38])[NH:43][C:42]4=[O:44])=[CH:47][CH:48]=3)=[CH:58][CH:57]=2)[CH:5]=[C:4]([O:3][CH3:2])[CH:29]=1. (3) Given the reactants [CH3:1][S:2][C:3]1[CH:8]=[C:7]([NH2:9])[N:6]=[C:5]([NH2:10])[CH:4]=1.[C:11]([Si:15]([O:18][CH2:19][CH2:20]I)([CH3:17])[CH3:16])([CH3:14])([CH3:13])[CH3:12].C([O-])([O-])=O.[Cs+].[Cs+], predict the reaction product. The product is: [C:11]([Si:15]([CH3:17])([CH3:16])[O:18][CH2:19][CH2:20][NH:10][C:5]1[CH:4]=[C:3]([S:2][CH3:1])[CH:8]=[C:7]([NH2:9])[N:6]=1)([CH3:14])([CH3:13])[CH3:12]. (4) Given the reactants [CH3:1][CH:2]([NH2:24])[C:3]#[C:4][C:5]1[S:9][C:8]([O:10][C:11]2[CH:16]=[CH:15][C:14]([O:17][C:18]3[CH:23]=[CH:22][CH:21]=[CH:20][CH:19]=3)=[CH:13][CH:12]=2)=[N:7][CH:6]=1.[C:25](O)(=[O:28])[CH2:26][CH3:27].CN(C(ON1N=NC2C=CC=CC1=2)=[N+](C)C)C.[B-](F)(F)(F)F.C(N(C(C)C)CC)(C)C, predict the reaction product. The product is: [CH3:1][CH:2]([NH:24][C:25](=[O:28])[CH2:26][CH3:27])[C:3]#[C:4][C:5]1[S:9][C:8]([O:10][C:11]2[CH:16]=[CH:15][C:14]([O:17][C:18]3[CH:23]=[CH:22][CH:21]=[CH:20][CH:19]=3)=[CH:13][CH:12]=2)=[N:7][CH:6]=1. (5) Given the reactants [Br:1][C:2]1[CH:3]=[C:4]([C:8]2[CH:24]=[C:11]3[N:12]=[C:13]([CH3:23])[C:14]([C:17](=[O:22])[C:18]([O:20][CH3:21])=[O:19])=[C:15]([I:16])[N:10]3[N:9]=2)[CH:5]=[CH:6][CH:7]=1.CB1N2CCC[C@@H]2C(C2C=CC=CC=2)(C2C=CC=CC=2)O1.C1(C)C=CC=CC=1, predict the reaction product. The product is: [Br:1][C:2]1[CH:3]=[C:4]([C:8]2[CH:24]=[C:11]3[N:12]=[C:13]([CH3:23])[C:14]([C@H:17]([OH:22])[C:18]([O:20][CH3:21])=[O:19])=[C:15]([I:16])[N:10]3[N:9]=2)[CH:5]=[CH:6][CH:7]=1. (6) Given the reactants [C:1]1([CH3:10])[C:2]([C:7]([OH:9])=[O:8])=[CH:3][CH:4]=[CH:5][CH:6]=1.[Br:11]Br, predict the reaction product. The product is: [Br:11][C:4]1[CH:5]=[CH:6][C:1]([CH3:10])=[C:2]([CH:3]=1)[C:7]([OH:9])=[O:8].